This data is from NCI-60 drug combinations with 297,098 pairs across 59 cell lines. The task is: Regression. Given two drug SMILES strings and cell line genomic features, predict the synergy score measuring deviation from expected non-interaction effect. (1) Cell line: SF-295. Drug 1: C1=CC(=CC=C1CCC2=CNC3=C2C(=O)NC(=N3)N)C(=O)NC(CCC(=O)O)C(=O)O. Drug 2: CC1CCCC2(C(O2)CC(NC(=O)CC(C(C(=O)C(C1O)C)(C)C)O)C(=CC3=CSC(=N3)C)C)C. Synergy scores: CSS=34.2, Synergy_ZIP=3.76, Synergy_Bliss=3.01, Synergy_Loewe=4.24, Synergy_HSA=4.19. (2) Drug 1: C1CC(=O)NC(=O)C1N2CC3=C(C2=O)C=CC=C3N. Drug 2: CC1CCC2CC(C(=CC=CC=CC(CC(C(=O)C(C(C(=CC(C(=O)CC(OC(=O)C3CCCCN3C(=O)C(=O)C1(O2)O)C(C)CC4CCC(C(C4)OC)O)C)C)O)OC)C)C)C)OC. Cell line: SK-MEL-2. Synergy scores: CSS=16.0, Synergy_ZIP=-0.0986, Synergy_Bliss=-1.03, Synergy_Loewe=-14.3, Synergy_HSA=0.692.